This data is from Reaction yield outcomes from USPTO patents with 853,638 reactions. The task is: Predict the reaction yield, written as a fraction of the theoretical maximum amount of product (1.0 means a 100% yield; for example, 0.34 means a 34% yield). (1) The catalyst is C1COCC1. The yield is 0.470. The product is [Cl:3][C:4]1[C:5]([NH:10][S:20]([C:13]2[C:14]3[C:15](=[N:16][CH:17]=[CH:18][CH:19]=3)[S:11][CH:12]=2)(=[O:22])=[O:21])=[N:6][O:7][C:8]=1[CH3:9]. The reactants are [H-].[Na+].[Cl:3][C:4]1[C:5]([NH2:10])=[N:6][O:7][C:8]=1[CH3:9].[S:11]1[C:15]2=[N:16][CH:17]=[CH:18][CH:19]=[C:14]2[C:13]([S:20](Cl)(=[O:22])=[O:21])=[CH:12]1. (2) The reactants are [NH:1]1[C:11]2[C:6](=[CH:7][CH:8]=[CH:9][CH:10]=2)[C:4](=O)[C:2]1=[O:3].[CH:12]1([C:18]([NH:20][NH2:21])=[O:19])[CH2:17][CH2:16][CH2:15][CH2:14][CH2:13]1. No catalyst specified. The product is [CH2:2]([N:1]1[C:11]2[C:6](=[CH:7][CH:8]=[CH:9][CH:10]=2)/[C:4](=[N:21]/[NH:20][C:18]([CH:12]2[CH2:17][CH2:16][CH2:15][CH2:14][CH2:13]2)=[O:19])/[C:2]1=[O:3])[CH2:4][CH2:6][CH2:7][CH2:8][CH3:9]. The yield is 0.450. (3) The reactants are [O:1]([C:8]1[CH:13]=[CH:12][C:11]([CH2:14][C:15]([OH:17])=O)=[CH:10][CH:9]=1)[C:2]1[CH:7]=[CH:6][CH:5]=[CH:4][CH:3]=1.[CH2:18](Cl)CCl.C1C=CC2N(O)N=NC=2C=1.CCN(CC)CC.[CH3:39][N:40]1[CH2:45][CH2:44][N:43]([C:46]2[C:54]3[C:49](=[CH:50][CH:51]=[C:52]([NH2:55])[CH:53]=3)[NH:48][N:47]=2)[CH2:42][CH2:41]1. The catalyst is CN(C=O)C.C(OCC)(=O)C. The product is [CH2:2]([O:1][C:8]1[CH:9]=[CH:10][C:11]([CH2:14][C:15]([NH:55][C:52]2[CH:53]=[C:54]3[C:49](=[CH:50][CH:51]=2)[NH:48][N:47]=[C:46]3[N:43]2[CH2:44][CH2:45][N:40]([CH3:39])[CH2:41][CH2:42]2)=[O:17])=[CH:12][CH:13]=1)[C:7]1[CH:6]=[CH:5][CH:4]=[CH:3][CH:18]=1. The yield is 0.520. (4) The reactants are [CH3:1][C:2]1[CH2:7][CH2:6][CH:5]([CH2:8][OH:9])[CH2:4][CH:3]=1.[C:10]1([CH3:16])[CH:15]=[CH:14][CH:13]=[CH:12][CH:11]=1.[C:17]([OH:24])(=O)[CH2:18][CH2:19][C:20]([OH:22])=[O:21].O.[C:26]1(C)C(S(O)(=O)=O)=CC=CC=1. The catalyst is O. The product is [CH3:1][C:2]1[CH2:7][CH2:6][CH:5]([CH2:8][O:9][C:17](=[O:24])[CH2:18][CH2:19][C:20]([O:22][CH2:16][CH:10]2[CH2:15][CH2:14][C:13]([CH3:26])=[CH:12][CH2:11]2)=[O:21])[CH2:4][CH:3]=1. The yield is 0.900. (5) The reactants are C1(S([N:10]2[C:14]3=[N:15][CH:16]=[C:17]([Cl:19])[CH:18]=[C:13]3[C:12]([CH2:20][C:21]3[CH:22]=[CH:23][C:24]([NH2:27])=[N:25][CH:26]=3)=[CH:11]2)(=O)=O)C=CC=CC=1.[F:28][C:29]([F:41])([F:40])[CH2:30][O:31][C:32]1[N:37]=[CH:36][C:35]([CH:38]=O)=[CH:34][CH:33]=1.C([BH3-])#N.[OH-].[K+].C(=O)([O-])[O-].[K+].[K+]. The catalyst is C(O)C.C(O)(=O)C. The product is [Cl:19][C:17]1[CH:18]=[C:13]2[C:12]([CH2:20][C:21]3[CH:22]=[CH:23][C:24]([NH:27][CH2:38][C:35]4[CH:36]=[N:37][C:32]([O:31][CH2:30][C:29]([F:41])([F:28])[F:40])=[CH:33][CH:34]=4)=[N:25][CH:26]=3)=[CH:11][NH:10][C:14]2=[N:15][CH:16]=1. The yield is 0.0760. (6) The reactants are [CH2:1]([O:3][C:4]([C:6]1[N:7]([C:16]2[CH:21]=[CH:20][C:19]([O:22][CH:23]([CH3:25])[CH3:24])=[CH:18][CH:17]=2)[C:8]2[C:13]([CH:14]=1)=[CH:12][C:11](Br)=[CH:10][CH:9]=2)=[O:5])[CH3:2].[O-]P([O-])([O-])=O.[K+].[K+].[K+].C1(C)C=CC=CC=1P(C1C=CC=CC=1C)C1C=CC=CC=1C.[CH:56]1([C:62]2[CH:67]=[CH:66][C:65](B(O)O)=[CH:64][CH:63]=2)[CH2:61][CH2:60][CH2:59][CH2:58][CH2:57]1.C([O-])(O)=O.[Na+]. The catalyst is CCO.CC([O-])=O.CC([O-])=O.[Pd+2].C1(C)C=CC=CC=1. The product is [CH2:1]([O:3][C:4]([C:6]1[N:7]([C:16]2[CH:21]=[CH:20][C:19]([O:22][CH:23]([CH3:25])[CH3:24])=[CH:18][CH:17]=2)[C:8]2[C:13]([CH:14]=1)=[CH:12][C:11]([C:59]1[CH:58]=[CH:57][C:56]([CH:62]3[CH2:67][CH2:66][CH2:65][CH2:64][CH2:63]3)=[CH:61][CH:60]=1)=[CH:10][CH:9]=2)=[O:5])[CH3:2]. The yield is 0.930.